Dataset: Full USPTO retrosynthesis dataset with 1.9M reactions from patents (1976-2016). Task: Predict the reactants needed to synthesize the given product. (1) Given the product [C:1]([O:5][C:6]([NH:8][CH2:9][CH2:10][CH2:11][C@H:12]([NH:17][C:18]([C:20]1[C:21](=[O:39])[N:22]([CH:26]([C:33]2[CH:38]=[CH:37][CH:36]=[CH:35][CH:34]=2)[C:27]2[CH:32]=[CH:31][CH:30]=[CH:29][CH:28]=2)[CH:23]=[CH:24][CH:25]=1)=[O:19])[C:13]([OH:15])=[O:14])=[O:7])([CH3:4])([CH3:2])[CH3:3], predict the reactants needed to synthesize it. The reactants are: [C:1]([O:5][C:6]([NH:8][CH2:9][CH2:10][CH2:11][C@H:12]([NH:17][C:18]([C:20]1[C:21](=[O:39])[N:22]([CH:26]([C:33]2[CH:38]=[CH:37][CH:36]=[CH:35][CH:34]=2)[C:27]2[CH:32]=[CH:31][CH:30]=[CH:29][CH:28]=2)[CH:23]=[CH:24][CH:25]=1)=[O:19])[C:13]([O:15]C)=[O:14])=[O:7])([CH3:4])([CH3:3])[CH3:2].[OH-].[Na+]. (2) Given the product [F:24][C:18]1[CH:17]=[C:16]([C@H:15]2[NH:26][C@@H:11]([CH2:10][OH:9])[CH2:12][O:13][CH2:14]2)[CH:21]=[C:20]([F:22])[C:19]=1[F:23], predict the reactants needed to synthesize it. The reactants are: Cl.C([O:9][CH2:10][C@H:11]([NH:26]C(=O)OC(C)(C)C)[CH2:12][O:13][CH2:14][C:15](=O)[C:16]1[CH:21]=[C:20]([F:22])[C:19]([F:23])=[C:18]([F:24])[CH:17]=1)C1C=CC=CC=1. (3) The reactants are: [Br:1][C:2]1[CH:15]=[CH:14][C:5]([O:6][C:7]2[CH:13]=[CH:12][C:10]([NH2:11])=[CH:9][CH:8]=2)=[CH:4][CH:3]=1.C(OC([NH:23][C@@H:24]([CH2:28][O:29][CH2:30][C:31]1[CH:36]=[CH:35][C:34]([F:37])=[CH:33][CH:32]=1)[C:25](O)=[O:26])=O)(C)(C)C. Given the product [NH2:23][C@@H:24]([CH2:28][O:29][CH2:30][C:31]1[CH:32]=[CH:33][C:34]([F:37])=[CH:35][CH:36]=1)[C:25]([NH:11][C:10]1[CH:12]=[CH:13][C:7]([O:6][C:5]2[CH:14]=[CH:15][C:2]([Br:1])=[CH:3][CH:4]=2)=[CH:8][CH:9]=1)=[O:26], predict the reactants needed to synthesize it. (4) Given the product [NH2:17][C:4]1[N:3]=[C:2]([NH:23][C:22]2[CH:24]=[CH:25][C:19]([OH:18])=[CH:20][CH:21]=2)[CH:7]=[C:6]([C:8]2[CH:13]=[C:12]([Cl:14])[CH:11]=[CH:10][C:9]=2[O:15][CH3:16])[N:5]=1, predict the reactants needed to synthesize it. The reactants are: Cl[C:2]1[CH:7]=[C:6]([C:8]2[CH:13]=[C:12]([Cl:14])[CH:11]=[CH:10][C:9]=2[O:15][CH3:16])[N:5]=[C:4]([NH2:17])[N:3]=1.[OH:18][C:19]1[CH:25]=[CH:24][C:22]([NH2:23])=[CH:21][CH:20]=1.